From a dataset of Reaction yield outcomes from USPTO patents with 853,638 reactions. Predict the reaction yield, written as a fraction of the theoretical maximum amount of product (1.0 means a 100% yield; for example, 0.34 means a 34% yield). (1) The reactants are [Br:1][C:2]1[CH:3]=[C:4]([C:23]([CH3:26])([CH3:25])[CH3:24])[C:5]([O:21][CH3:22])=[C:6](/[CH:8]=[CH:9]/[C:10]2[CH:15]=[CH:14][C:13]([N+:16]([O-:18])=[O:17])=[CH:12][C:11]=2[CH2:19][OH:20])[CH:7]=1.[H-].[Na+].[CH3:29]I. The catalyst is CN(C=O)C.CCOC(C)=O. The product is [Br:1][C:2]1[CH:7]=[C:6](/[CH:8]=[CH:9]/[C:10]2[CH:15]=[CH:14][C:13]([N+:16]([O-:18])=[O:17])=[CH:12][C:11]=2[CH2:19][O:20][CH3:29])[C:5]([O:21][CH3:22])=[C:4]([C:23]([CH3:26])([CH3:25])[CH3:24])[CH:3]=1. The yield is 0.680. (2) The reactants are [Na].[C:2]([NH:5][CH:6]([C:12]([O:14][CH2:15][CH3:16])=[O:13])[C:7]([O:9][CH2:10][CH3:11])=[O:8])(=[O:4])[CH3:3].Cl.[N:18]1[CH:23]=[CH:22][CH:21]=[C:20]([CH2:24]Cl)[CH:19]=1. The catalyst is CCO. The product is [N:18]1[CH:23]=[CH:22][CH:21]=[C:20]([CH2:24][C:6]([NH:5][C:2](=[O:4])[CH3:3])([C:12]([O:14][CH2:15][CH3:16])=[O:13])[C:7]([O:9][CH2:10][CH3:11])=[O:8])[CH:19]=1. The yield is 0.300. (3) The reactants are Cl.Cl.[OH:3][CH2:4][C@H:5]1[CH2:14][N:9]2[CH2:10][CH2:11][NH:12][CH2:13][C@@H:8]2[CH2:7][CH2:6]1.Cl[C:16]1[N:21]=[CH:20][C:19]([F:22])=[CH:18][N:17]=1.C(=O)([O-])[O-].[Na+].[Na+]. The catalyst is O. The product is [OH:3][CH2:4][C@H:5]1[CH2:14][N:9]2[CH2:10][CH2:11][N:12]([C:16]3[N:21]=[CH:20][C:19]([F:22])=[CH:18][N:17]=3)[CH2:13][C@@H:8]2[CH2:7][CH2:6]1. The yield is 0.810. (4) The reactants are Br[C:2]1[CH:7]=[CH:6][N:5]=[C:4]2[N:8]([CH2:11][O:12][CH2:13][CH2:14][Si:15]([CH3:18])([CH3:17])[CH3:16])[CH:9]=[CH:10][C:3]=12.C([Mg]Cl)(C)C.[Cl:24][CH2:25][C:26](N(OC)C)=[O:27]. The catalyst is CCOCC.C1COCC1. The product is [Cl:24][CH2:25][C:26]([C:2]1[CH:7]=[CH:6][N:5]=[C:4]2[N:8]([CH2:11][O:12][CH2:13][CH2:14][Si:15]([CH3:18])([CH3:17])[CH3:16])[CH:9]=[CH:10][C:3]=12)=[O:27]. The yield is 0.350. (5) The product is [OH:12][C:13]1[CH:14]=[CH:15][C:16]([N:19]([C:20](=[O:29])/[CH:21]=[CH:22]/[C:23]2[CH:24]=[CH:25][CH:26]=[CH:27][CH:28]=2)[CH2:30][C:31]([N:54]2[CH2:55][CH2:56][C@H:52]([NH:51][C:49](=[O:50])[O:48][C:44]([CH3:46])([CH3:45])[CH3:47])[CH2:53]2)=[O:33])=[CH:17][CH:18]=1. The yield is 0.720. The reactants are C(N=C=NCCCN(C)C)C.[OH:12][C:13]1[CH:18]=[CH:17][C:16]([N:19]([CH2:30][C:31]([OH:33])=O)[C:20](=[O:29])/[CH:21]=[CH:22]/[C:23]2[CH:28]=[CH:27][CH:26]=[CH:25][CH:24]=2)=[CH:15][CH:14]=1.ON1C2N=CC=CC=2N=N1.[C:44]([O:48][C:49]([NH:51][C@H:52]1[CH2:56][CH2:55][NH:54][CH2:53]1)=[O:50])([CH3:47])([CH3:46])[CH3:45].CN1CCOCC1. The catalyst is CN(C=O)C.C(OCC)(=O)C. (6) The reactants are [CH:1]1([O:6][C:7]2[CH:12]=[C:11]([N+:13]([O-])=O)[CH:10]=[CH:9][C:8]=2[O:16][CH3:17])[CH2:5][CH2:4][CH2:3][CH2:2]1. The catalyst is C(O)C.[Pd]. The product is [CH:1]1([O:6][C:7]2[CH:12]=[C:11]([CH:10]=[CH:9][C:8]=2[O:16][CH3:17])[NH2:13])[CH2:2][CH2:3][CH2:4][CH2:5]1. The yield is 0.950. (7) The reactants are [CH3:1][N:2]([CH3:25])[C:3]1[CH:4]=[C:5]2[C:10](=[CH:11][CH:12]=1)[CH:9]=[C:8]1[CH2:13][CH2:14][C:15](=[O:16])[C:7]1=[C:6]2[C:17]1[CH:24]=[CH:23][C:20]([CH:21]=O)=[CH:19][CH:18]=1.[C:26](=O)([O-])[O-].[K+].[K+].C/C(/[O-])=C(/P(OC)(OC)=O)\[N+]#N. The catalyst is CO. The product is [CH3:1][N:2]([CH3:25])[C:3]1[CH:4]=[C:5]2[C:10]([CH:9]=[C:8]3[CH2:13][CH2:14][C:15](=[O:16])[C:7]3=[C:6]2[C:17]2[CH:18]=[CH:19][C:20]([C:21]#[CH:26])=[CH:23][CH:24]=2)=[CH:11][CH:12]=1. The yield is 0.590.